Dataset: Full USPTO retrosynthesis dataset with 1.9M reactions from patents (1976-2016). Task: Predict the reactants needed to synthesize the given product. (1) The reactants are: C([N:8](CC1C=CC=CC=1)[C:9]1[C:14]([F:15])=[CH:13][C:12]([N:16]2[CH2:21][CH2:20][N:19]([C:22]([O:24][C:25]([CH3:28])([CH3:27])[CH3:26])=[O:23])[CH2:18][CH2:17]2)=[C:11]([F:29])[CH:10]=1)C1C=CC=CC=1. Given the product [NH2:8][C:9]1[C:14]([F:15])=[CH:13][C:12]([N:16]2[CH2:17][CH2:18][N:19]([C:22]([O:24][C:25]([CH3:27])([CH3:26])[CH3:28])=[O:23])[CH2:20][CH2:21]2)=[C:11]([F:29])[CH:10]=1, predict the reactants needed to synthesize it. (2) Given the product [ClH:23].[F:1][C:2]1([F:20])[CH2:7][C@H:6]2[CH2:8][C@@H:3]1[CH2:4][C@@H:5]2[NH2:9], predict the reactants needed to synthesize it. The reactants are: [F:1][C:2]1([F:20])[CH2:7][C@H:6]2[CH2:8][C@@H:3]1[CH2:4][C@@H:5]2[N:9]1C(=O)C2C(=CC=CC=2)C1=O.NN.[ClH:23]. (3) Given the product [CH2:33]([O:1][C:2]1[CH:3]=[C:4]([O:15][C:16]2[CH:17]=[N:18][C:19]([S:22]([CH3:25])(=[O:24])=[O:23])=[CH:20][CH:21]=2)[CH:5]=[C:6]2[C:10]=1[NH:9][C:8]([C:11]([O:13][CH3:14])=[O:12])=[CH:7]2)[CH3:34], predict the reactants needed to synthesize it. The reactants are: [OH:1][C:2]1[CH:3]=[C:4]([O:15][C:16]2[CH:17]=[N:18][C:19]([S:22]([CH3:25])(=[O:24])=[O:23])=[CH:20][CH:21]=2)[CH:5]=[C:6]2[C:10]=1[NH:9][C:8]([C:11]([O:13][CH3:14])=[O:12])=[CH:7]2.C(=O)([O-])[O-].[K+].[K+].O1CC[CH2:34][CH2:33]1.C(I)C. (4) Given the product [N:13]12[CH2:18][CH2:17][CH:16]([CH2:15][CH2:14]1)[CH:11]([CH2:10][C:9]1[CH:8]=[C:7]([F:6])[CH:21]=[CH:20][C:19]=1[S:2]([Cl:1])(=[O:5])=[O:3])[CH2:12]2, predict the reactants needed to synthesize it. The reactants are: [Cl:1][S:2]([OH:5])(=O)=[O:3].[F:6][C:7]1[CH:8]=[C:9]([CH:19]=[CH:20][CH:21]=1)[CH2:10][CH:11]1[CH:16]2[CH2:17][CH2:18][N:13]([CH2:14][CH2:15]2)[CH2:12]1.O. (5) The reactants are: Cl.[NH2:2][CH2:3][C:4]1[CH:13]=[CH:12][CH:11]=[C:10]2[C:5]=1[C:6](=[O:23])[N:7]([CH:15]1[CH2:20][CH2:19][C:18](=[O:21])[NH:17][C:16]1=[O:22])[C:8]([CH3:14])=[N:9]2.[F:24][C:25]([F:37])([F:36])[O:26][C:27]1[CH:35]=[CH:34][C:30]([C:31](Cl)=[O:32])=[CH:29][CH:28]=1.C(N(CC)C(C)C)(C)C. Given the product [O:22]=[C:16]1[CH:15]([N:7]2[C:6](=[O:23])[C:5]3[C:10](=[CH:11][CH:12]=[CH:13][C:4]=3[CH2:3][NH:2][C:31](=[O:32])[C:30]3[CH:34]=[CH:35][C:27]([O:26][C:25]([F:24])([F:36])[F:37])=[CH:28][CH:29]=3)[N:9]=[C:8]2[CH3:14])[CH2:20][CH2:19][C:18](=[O:21])[NH:17]1, predict the reactants needed to synthesize it. (6) Given the product [CH3:24][O:19][C:18]([C:5]1[N:4]=[CH:3][N:2]([CH2:6][C:11]2[CH:16]=[CH:15][CH:14]=[CH:13][CH:12]=2)[N:1]=1)=[O:21], predict the reactants needed to synthesize it. The reactants are: [N:1]1[N:2]([C:6](OC)=O)[CH:3]=[N:4][CH:5]=1.C(Br)[C:11]1[CH:16]=[CH:15][CH:14]=[CH:13][CH:12]=1.[C:18](=[O:21])([O-])[O-:19].[K+].[K+].[C:24](#N)C. (7) Given the product [Br:1][C:2]1[CH:24]=[N:23][C:5]2[N:6]([CH3:22])[C:7](=[O:21])[N:8]([CH2:11][CH2:12][CH2:13][O:14][CH:15]=[O:16])[C:9](=[O:10])[C:4]=2[C:3]=1[CH2:25][C:26]1[CH:27]=[N:28][C:29]([C:32]([F:35])([F:33])[F:34])=[CH:30][CH:31]=1, predict the reactants needed to synthesize it. The reactants are: [Br:1][C:2]1[CH:24]=[N:23][C:5]2[N:6]([CH3:22])[C:7](=[O:21])[N:8]([CH2:11][CH2:12][CH2:13][O:14][CH:15]3CCCC[O:16]3)[C:9](=[O:10])[C:4]=2[C:3]=1[CH:25](O)[C:26]1[CH:27]=[N:28][C:29]([C:32]([F:35])([F:34])[F:33])=[CH:30][CH:31]=1.